This data is from NCI-60 drug combinations with 297,098 pairs across 59 cell lines. The task is: Regression. Given two drug SMILES strings and cell line genomic features, predict the synergy score measuring deviation from expected non-interaction effect. (1) Drug 1: CC1OCC2C(O1)C(C(C(O2)OC3C4COC(=O)C4C(C5=CC6=C(C=C35)OCO6)C7=CC(=C(C(=C7)OC)O)OC)O)O. Drug 2: CN(C)C1=NC(=NC(=N1)N(C)C)N(C)C. Cell line: MCF7. Synergy scores: CSS=32.4, Synergy_ZIP=-2.62, Synergy_Bliss=-0.486, Synergy_Loewe=-27.5, Synergy_HSA=-3.08. (2) Drug 1: CS(=O)(=O)CCNCC1=CC=C(O1)C2=CC3=C(C=C2)N=CN=C3NC4=CC(=C(C=C4)OCC5=CC(=CC=C5)F)Cl. Drug 2: CN(CC1=CN=C2C(=N1)C(=NC(=N2)N)N)C3=CC=C(C=C3)C(=O)NC(CCC(=O)O)C(=O)O. Cell line: OVCAR-5. Synergy scores: CSS=34.9, Synergy_ZIP=-0.228, Synergy_Bliss=-0.585, Synergy_Loewe=-18.4, Synergy_HSA=-1.87. (3) Drug 1: COC1=NC(=NC2=C1N=CN2C3C(C(C(O3)CO)O)O)N. Drug 2: CC1=C2C(C(=O)C3(C(CC4C(C3C(C(C2(C)C)(CC1OC(=O)C(C(C5=CC=CC=C5)NC(=O)OC(C)(C)C)O)O)OC(=O)C6=CC=CC=C6)(CO4)OC(=O)C)O)C)O. Cell line: NCI-H460. Synergy scores: CSS=-5.13, Synergy_ZIP=1.22, Synergy_Bliss=-1.91, Synergy_Loewe=-6.82, Synergy_HSA=-6.22. (4) Drug 1: CN(C)N=NC1=C(NC=N1)C(=O)N. Drug 2: C1C(C(OC1N2C=NC(=NC2=O)N)CO)O. Cell line: MCF7. Synergy scores: CSS=7.23, Synergy_ZIP=-4.32, Synergy_Bliss=-4.13, Synergy_Loewe=-14.2, Synergy_HSA=-4.32.